This data is from Full USPTO retrosynthesis dataset with 1.9M reactions from patents (1976-2016). The task is: Predict the reactants needed to synthesize the given product. (1) Given the product [Cl:1][C:2]1[CH:23]=[C:22]([Cl:24])[CH:21]=[CH:20][C:3]=1[CH2:4][N:5]1[C:9](/[CH:10]=[CH:11]/[C:12]([NH:32][S:29]([CH2:28][CH2:27][CH:26]([CH3:33])[CH3:25])(=[O:31])=[O:30])=[O:14])=[CH:8][C:7]([O:15][CH2:16][CH2:17][O:18][CH3:19])=[N:6]1, predict the reactants needed to synthesize it. The reactants are: [Cl:1][C:2]1[CH:23]=[C:22]([Cl:24])[CH:21]=[CH:20][C:3]=1[CH2:4][N:5]1[C:9](/[CH:10]=[CH:11]/[C:12]([OH:14])=O)=[CH:8][C:7]([O:15][CH2:16][CH2:17][O:18][CH3:19])=[N:6]1.[CH3:25][CH:26]([CH3:33])[CH2:27][CH2:28][S:29]([NH2:32])(=[O:31])=[O:30].N12CCCN=C1CCCCC2. (2) Given the product [Cl:14][C:15]1[CH:20]=[C:19]([C:2]2[CH:3]=[CH:4][C:5]3[NH:11][C:10](=[O:12])[CH2:9][CH2:8][NH:7][C:6]=3[N:13]=2)[CH:18]=[CH:17][CH:16]=1, predict the reactants needed to synthesize it. The reactants are: Cl[C:2]1[CH:3]=[CH:4][C:5]2[NH:11][C:10](=[O:12])[CH2:9][CH2:8][NH:7][C:6]=2[N:13]=1.[Cl:14][C:15]1[CH:16]=[C:17](B(O)O)[CH:18]=[CH:19][CH:20]=1.C(=O)([O-])[O-].[Cs+].[Cs+].